This data is from Peptide-MHC class II binding affinity with 134,281 pairs from IEDB. The task is: Regression. Given a peptide amino acid sequence and an MHC pseudo amino acid sequence, predict their binding affinity value. This is MHC class II binding data. (1) The MHC is DRB1_0901 with pseudo-sequence DRB1_0901. The peptide sequence is LHGGHVSCRVKLSAL. The binding affinity (normalized) is 0.565. (2) The peptide sequence is AAIHEMFVNTLVASS. The MHC is DRB4_0101 with pseudo-sequence DRB4_0103. The binding affinity (normalized) is 0.187. (3) The peptide sequence is RRCKNIPQPVRALLE. The MHC is HLA-DPA10103-DPB10301 with pseudo-sequence HLA-DPA10103-DPB10301. The binding affinity (normalized) is 0.303. (4) The peptide sequence is LADKRPTAWFLPSIR. The MHC is DRB1_1101 with pseudo-sequence DRB1_1101. The binding affinity (normalized) is 0.750. (5) The peptide sequence is AFQGLFGGLNWITKV. The MHC is DRB1_0405 with pseudo-sequence DRB1_0405. The binding affinity (normalized) is 0.125. (6) The peptide sequence is EKCYFAATQFEPLAA. The MHC is HLA-DPA10201-DPB11401 with pseudo-sequence HLA-DPA10201-DPB11401. The binding affinity (normalized) is 0.675. (7) The peptide sequence is YKICTDKMFFVKNPT. The MHC is DRB1_0901 with pseudo-sequence DRB1_0901. The binding affinity (normalized) is 0.136.